The task is: Regression. Given a peptide amino acid sequence and an MHC pseudo amino acid sequence, predict their binding affinity value. This is MHC class I binding data.. This data is from Peptide-MHC class I binding affinity with 185,985 pairs from IEDB/IMGT. (1) The peptide sequence is TQDLFLPFY. The MHC is SLA-10401 with pseudo-sequence SLA-10401. The binding affinity (normalized) is 0.898. (2) The peptide sequence is NSFIISTLNK. The binding affinity (normalized) is 0.727. The MHC is HLA-A68:01 with pseudo-sequence HLA-A68:01. (3) The peptide sequence is GLSPTVWLSV. The MHC is HLA-A68:01 with pseudo-sequence HLA-A68:01. The binding affinity (normalized) is 0.0275. (4) The binding affinity (normalized) is 0.594. The MHC is HLA-A03:01 with pseudo-sequence HLA-A03:01. The peptide sequence is AIGRAFMKK. (5) The peptide sequence is FLPSDFFPSV. The MHC is HLA-A02:02 with pseudo-sequence HLA-A02:02. The binding affinity (normalized) is 0.769. (6) The peptide sequence is SMYTRLRQDT. The MHC is HLA-A68:02 with pseudo-sequence HLA-A68:02. The binding affinity (normalized) is 0. (7) The MHC is Mamu-B17 with pseudo-sequence Mamu-B17. The binding affinity (normalized) is 0.226. The peptide sequence is FHCMDILTF.